The task is: Predict which catalyst facilitates the given reaction.. This data is from Catalyst prediction with 721,799 reactions and 888 catalyst types from USPTO. (1) Reactant: [Cl:1][C:2]1[C:6]([CH2:7][O:8][C:9]2[C:14]([F:15])=[CH:13][C:12]([CH2:16][CH2:17][C:18]([O:20]C(C)(C)C)=[O:19])=[CH:11][C:10]=2[F:25])=[C:5]([C:26]2[CH:31]=[CH:30][C:29]([Cl:32])=[CH:28][CH:27]=2)[S:4][N:3]=1.C(O)(C(F)(F)F)=O. Product: [Cl:1][C:2]1[C:6]([CH2:7][O:8][C:9]2[C:14]([F:15])=[CH:13][C:12]([CH2:16][CH2:17][C:18]([OH:20])=[O:19])=[CH:11][C:10]=2[F:25])=[C:5]([C:26]2[CH:27]=[CH:28][C:29]([Cl:32])=[CH:30][CH:31]=2)[S:4][N:3]=1. The catalyst class is: 4. (2) Reactant: O.[NH2:2][NH2:3].C([O:6][C:7]([C:9]1[C:10]([NH:27][CH:28]([CH3:30])[CH3:29])=[N:11][C:12]([C:15]2[CH:20]=[CH:19][CH:18]=[C:17]([C:21]3[CH:22]=[N:23][N:24]([CH3:26])[CH:25]=3)[CH:16]=2)=[N:13][CH:14]=1)=O)C. Product: [CH:28]([NH:27][C:10]1[C:9]([C:7]([NH:2][NH2:3])=[O:6])=[CH:14][N:13]=[C:12]([C:15]2[CH:20]=[CH:19][CH:18]=[C:17]([C:21]3[CH:22]=[N:23][N:24]([CH3:26])[CH:25]=3)[CH:16]=2)[N:11]=1)([CH3:30])[CH3:29]. The catalyst class is: 8. (3) Reactant: [NH2:1][C:2]1[C:3]([C:9]([O:11]C)=[O:10])=[N:4][C:5]([Br:8])=[CH:6][N:7]=1.[Li+].[OH-].Cl. Product: [NH2:1][C:2]1[C:3]([C:9]([OH:11])=[O:10])=[N:4][C:5]([Br:8])=[CH:6][N:7]=1. The catalyst class is: 20. (4) Reactant: Cl[C:2]1[N:11]=[C:10]([NH:12][CH2:13][CH2:14][C:15]2[CH:20]=[CH:19][CH:18]=[CH:17][CH:16]=2)[C:9]2[C:4](=[CH:5][CH:6]=[CH:7][CH:8]=2)[N:3]=1.[CH3:21][N:22]([CH3:32])[C:23]1[CH:28]=[CH:27][C:26](B(O)O)=[CH:25][CH:24]=1.C1(C(C2C=CC=CN=2)CNC2C3C(=CC=CC=3)N=C(C3C=CC(NS(C)(=O)=O)=CC=3)N=2)C=CC=CC=1. Product: [CH3:21][N:22]([CH3:32])[C:23]1[CH:28]=[CH:27][C:26]([C:2]2[N:11]=[C:10]([NH:12][CH2:13][CH2:14][C:15]3[CH:20]=[CH:19][CH:18]=[CH:17][CH:16]=3)[C:9]3[C:4](=[CH:5][CH:6]=[CH:7][CH:8]=3)[N:3]=2)=[CH:25][CH:24]=1. The catalyst class is: 147. (5) Reactant: O[C:2]1[C:11]2[C:6](=[N:7][CH:8]=[CH:9][CH:10]=2)[N:5]([C:12]2[CH:17]=[CH:16][CH:15]=[C:14]([O:18][C:19]([F:22])([F:21])[F:20])[CH:13]=2)[C:4](=[O:23])[C:3]=1[C:24](=O)[CH:25]([C:27]1[CH:32]=[CH:31][CH:30]=[CH:29][CH:28]=1)[CH3:26].O.[NH2:35][NH2:36].C(=O)([O-])O.[Na+]. Product: [C:27]1([CH:25]([C:24]2[C:3]3[C:4](=[O:23])[N:5]([C:12]4[CH:17]=[CH:16][CH:15]=[C:14]([O:18][C:19]([F:22])([F:20])[F:21])[CH:13]=4)[C:6]4[N:7]=[CH:8][CH:9]=[CH:10][C:11]=4[C:2]=3[NH:36][N:35]=2)[CH3:26])[CH:28]=[CH:29][CH:30]=[CH:31][CH:32]=1. The catalyst class is: 3. (6) Reactant: [OH-].[Na+].[Cl:3][C:4]1[CH:5]=[C:6]([C:14]2[O:18][N:17]=[C:16]([C:19]3[C:20]([CH3:32])=[C:21]([CH2:25][C@@H:26]([CH3:31])[C:27]([O:29]C)=[O:28])[CH:22]=[CH:23][CH:24]=3)[N:15]=2)[CH:7]=[N:8][C:9]=1[O:10][CH:11]([CH3:13])[CH3:12].Cl. Product: [Cl:3][C:4]1[CH:5]=[C:6]([C:14]2[O:18][N:17]=[C:16]([C:19]3[C:20]([CH3:32])=[C:21]([CH2:25][C@@H:26]([CH3:31])[C:27]([OH:29])=[O:28])[CH:22]=[CH:23][CH:24]=3)[N:15]=2)[CH:7]=[N:8][C:9]=1[O:10][CH:11]([CH3:12])[CH3:13]. The catalyst class is: 378.